From a dataset of Experimentally validated miRNA-target interactions with 360,000+ pairs, plus equal number of negative samples. Binary Classification. Given a miRNA mature sequence and a target amino acid sequence, predict their likelihood of interaction. (1) The miRNA is hsa-miR-548am-3p with sequence CAAAAACUGCAGUUACUUUUGU. The protein sequence of the target gene is MSARGEGAGQPSTSAQGQPAAPAPQKRGRGRPRKQQQEPTGEPSPKRPRGRPKGSKNKSPSKAAQKKAEATGEKRPRGRPRKWPQQVVQKKPAQEETEETSSQESAEED. Result: 1 (interaction). (2) The miRNA is mmu-miR-706 with sequence AGAGAAACCCUGUCUCAAAAAA. The protein sequence of the target gene is MESSQGRRRRPGTVVPGEAAETDSELSASSSEEELYLGPSGPTRGRPTGLRVAGEAAETDSEPEPEPTVVPVDLPPLVVQRDPAETWGTEETPAMAPARSLLQLRLAESQTRLDHDVAAAVSGVYRRAGRDVAALAGRLAAAQATGLAAAHSVRLARGDLCALAERLDIVAGCRLLPDIRGVPGMEPEQDPGPRA. Result: 1 (interaction). (3) The miRNA is mmu-miR-1843a-5p with sequence UAUGGAGGUCUCUGUCUGACU. The protein sequence of the target gene is MAAAGPSTRASSAAAAAALSRRGRRGRCDEMAAAKAGAPGPASSPALLVLRSAPRPEESGCTGCLETPGEVAALPCSHSRCRGCASRAAGPGCRRCRPRGSGWARRRARDDGQAAAELMGERARRGQPEPCRPRRDGGAAASGPRPEPEPLAEPEFIFRTPIKLSKPGELSEEYGCLRKLRGEKLQEEKDCDDQIHKLLQEDSEMGKRKADEQKKRDEAVVLKTSLEQCPARLSDSENEEPSRGQMMQTHRSAFVSKNSSCSLAFLAGKLNTKVQRSQSCSDTVQDRVRSRLRTAPPNRA.... Result: 1 (interaction). (4) The miRNA is hsa-miR-605-3p with sequence AGAAGGCACUAUGAGAUUUAGA. The protein sequence of the target gene is MAGAAGPFLPGSAFWSRDFSDEDQSVAYVPGISTEGNTRSRVKLINPKVDVKVKASRVTDASVSMESLKGAGDSVAEQNFCKRGMKSASLKDLCLEDKRRIANLIKELARVSEEKEVTEERLKTEQESFEKKIRQLEEQNELIIKEREALQLQYRECQELLSLYQKYLSEQQEKLTLSLSELGAARAQEQQITKKKNTPQCSLMDLDGSFLSVARPQNYGQTKARPKSANQVSESFTELRNNSLRPITLHHPKEDLERMSTKTRTCTYESLGRRLINAAPIEKSLPVELKIKEYPNLPPT.... Result: 0 (no interaction). (5) The miRNA is hsa-miR-6887-5p with sequence UGGGGGGACAGAUGGAGAGGACA. The protein sequence of the target gene is MGSDKRVSRTERSGRYGSIIDRDDRDERESRSRRRDSDYKRSSDDRRGDRYDDYRDYDSPERERERRNSDRSEDGYHSDGDYGEHDYRHDISDERESKTIMLRGLPITITESDIREMMESFEGPQPADVRLMKRKTGVSRGFAFVEFYHLQDATSWMEANQKKLVIQGKHIAMHYSNPRPKFEDWLCNKCCLNNFRKRLKCFRCGADKFDSEQEVPPGTTESVQSVDYYCDTIILRNIAPHTVVDSIMTALSPYASLAVNNIRLIKDKQTQQNRGFAFVQLSSAMDASQLLQILQSLHPP.... Result: 0 (no interaction). (6) The miRNA is gga-miR-365-3p with sequence UAAUGCCCCUAAAAAUCCUUAU. The protein sequence of the target gene is MVGFGANRRAGRLPSLVLVVLLVVIVVLAFNYWSISSRHVLLQEEVAELQGQVQRTEVARGRLEKRNSDLLLLVDTHKKQIDQKEADYGRLSSRLQAREGLGKRCEDDKVKLQNNISYQMADIHHLKEQLAELRQEFLRQEDQLQDYRKNNTYLVKRLEYESFQCGQQMKELRAQHEENIKKLADQFLEEQKQETQKIQSNDGKELDINNQVVPKNIPKVAENVADKNEEPSSNHIPHGKEQIKRGGDAGMPGIEENDLAKVDDLPPALRKPPISVSQHESHQAISHLPTGQPLSPNMPP.... Result: 0 (no interaction).